Predict the reaction yield, written as a fraction of the theoretical maximum amount of product (1.0 means a 100% yield; for example, 0.34 means a 34% yield). From a dataset of Reaction yield outcomes from USPTO patents with 853,638 reactions. (1) The reactants are [S:1](Cl)(Cl)=[O:2].F[C:6]1[CH:14]=[CH:13][C:9]([C:10]([OH:12])=[O:11])=[CH:8][C:7]=1[CH3:15].C[S-].[Na+].[OH-:19].[Li+].[CH3:21]O. The catalyst is O. The product is [CH3:15][C:7]1[CH:8]=[C:9]([CH:13]=[CH:14][C:6]=1[S:1]([CH3:21])(=[O:2])=[O:19])[C:10]([OH:12])=[O:11]. The yield is 0.720. (2) The reactants are [CH3:1][O:2][C:3]1[C:8]([O:9][CH3:10])=[C:7]([C:11]2[CH:12]=[N:13][N:14]([C:18]3[CH:33]=[CH:32][C:21]([C:22]([NH:24][CH2:25][CH:26]4[CH2:31][CH2:30][O:29][CH2:28][CH2:27]4)=[O:23])=[CH:20][N:19]=3)[C:15]=2[O:16]C)[CH:6]=[CH:5][N:4]=1.[Cl-].[Li+]. The catalyst is CC(N(C)C)=O. The product is [CH3:1][O:2][C:3]1[C:8]([O:9][CH3:10])=[C:7]([C:11]2[CH:12]=[N:13][N:14]([C:18]3[CH:33]=[CH:32][C:21]([C:22]([NH:24][CH2:25][CH:26]4[CH2:31][CH2:30][O:29][CH2:28][CH2:27]4)=[O:23])=[CH:20][N:19]=3)[C:15]=2[OH:16])[CH:6]=[CH:5][N:4]=1. The yield is 0.260. (3) The reactants are [OH:1][C:2]1[CH:7]=[CH:6][C:5]([C:8]2([C:11]([N:13]3[CH2:17][CH2:16][C@@:15]4([C:21]5[CH:22]=[CH:23][CH:24]=[CH:25][C:20]=5[C:19](=[O:26])[O:18]4)[CH2:14]3)=[O:12])[CH2:10][CH2:9]2)=[CH:4][CH:3]=1.N(C(OC(C)C)=O)=NC(OC(C)C)=O.C1(P(C2C=CC=CC=2)C2C=CC=CC=2)C=CC=CC=1.[N:60]1[CH:65]=[CH:64][CH:63]=[CH:62][C:61]=1[CH2:66][CH2:67]O. The catalyst is O1CCCC1. The product is [N:60]1[CH:65]=[CH:64][CH:63]=[CH:62][C:61]=1[CH2:66][CH2:67][O:1][C:2]1[CH:7]=[CH:6][C:5]([C:8]2([C:11]([N:13]3[CH2:17][CH2:16][C@@:15]4([C:21]5[CH:22]=[CH:23][CH:24]=[CH:25][C:20]=5[C:19](=[O:26])[O:18]4)[CH2:14]3)=[O:12])[CH2:10][CH2:9]2)=[CH:4][CH:3]=1. The yield is 0.330. (4) The reactants are N#N.[C:3]1([CH3:14])[CH:8]=[CH:7][CH:6]=[CH:5][C:4]=1[C:9]1O[CH:11]=[N:12][N:13]=1.[CH3:15][C:16]1[CH:22]=[CH:21][CH:20]=[C:19]([CH3:23])[C:17]=1[NH2:18].FC(F)(F)C(O)=O.C([O-])([O-])=O.[Na+].[Na+]. The catalyst is ClC1C=CC=CC=1Cl. The product is [C:3]1([CH3:14])[CH:8]=[CH:7][CH:6]=[CH:5][C:4]=1[C:9]1[N:18]([C:17]2[C:19]([CH3:23])=[CH:20][CH:21]=[CH:22][C:16]=2[CH3:15])[CH:11]=[N:12][N:13]=1. The yield is 0.620. (5) The reactants are B(Br)(Br)Br.C[O:6][C:7]1[CH:8]=[C:9]([C:17]2[S:18][C:19]([C:22]3[CH:27]=[CH:26][CH:25]=[CH:24][CH:23]=3)=[CH:20][CH:21]=2)[C:10]2[C:15]([CH:16]=1)=[CH:14][CH:13]=[CH:12][CH:11]=2.O. The catalyst is ClCCl. The product is [C:22]1([C:19]2[S:18][C:17]([C:9]3[C:10]4[C:15](=[CH:14][CH:13]=[CH:12][CH:11]=4)[CH:16]=[C:7]([OH:6])[CH:8]=3)=[CH:21][CH:20]=2)[CH:27]=[CH:26][CH:25]=[CH:24][CH:23]=1. The yield is 0.910. (6) The reactants are [Cl:1][C:2]1[CH:7]=[CH:6][C:5]([C:8]2[CH:13]=[CH:12][CH:11]=[CH:10][C:9]=2[C@H:14]([OH:30])[CH:15]2[CH2:20][CH2:19][N:18]([C:21]3[CH:29]=[CH:28][C:24]([C:25](O)=[O:26])=[CH:23][CH:22]=3)[CH2:17][CH2:16]2)=[CH:4][CH:3]=1.[P:31]([O:43][CH2:44][CH2:45][N:46]([CH3:76])[CH2:47][CH2:48][C@@H:49]([NH:58][C:59]1[CH:64]=[CH:63][C:62]([S:65](=[O:68])(=[O:67])[NH2:66])=[CH:61][C:60]=1[S:69]([C:72]([F:75])([F:74])[F:73])(=[O:71])=[O:70])[CH2:50][S:51][C:52]1[CH:57]=[CH:56][CH:55]=[CH:54][CH:53]=1)([O:38][C:39]([CH3:42])([CH3:41])[CH3:40])([O:33][C:34]([CH3:37])([CH3:36])[CH3:35])=[O:32]. No catalyst specified. The product is [P:31]([O:43][CH2:44][CH2:45][N:46]([CH2:47][CH2:48][C@@H:49]([NH:58][C:59]1[CH:64]=[CH:63][C:62]([S:65](=[O:68])(=[O:67])[NH:66][C:25](=[O:26])[C:24]2[CH:28]=[CH:29][C:21]([N:18]3[CH2:19][CH2:20][CH:15]([C@H:14]([C:9]4[CH:10]=[CH:11][CH:12]=[CH:13][C:8]=4[C:5]4[CH:4]=[CH:3][C:2]([Cl:1])=[CH:7][CH:6]=4)[OH:30])[CH2:16][CH2:17]3)=[CH:22][CH:23]=2)=[CH:61][C:60]=1[S:69]([C:72]([F:74])([F:75])[F:73])(=[O:71])=[O:70])[CH2:50][S:51][C:52]1[CH:57]=[CH:56][CH:55]=[CH:54][CH:53]=1)[CH3:76])([O:33][C:34]([CH3:35])([CH3:37])[CH3:36])([O:38][C:39]([CH3:42])([CH3:41])[CH3:40])=[O:32]. The yield is 0.600.